This data is from TCR-epitope binding with 47,182 pairs between 192 epitopes and 23,139 TCRs. The task is: Binary Classification. Given a T-cell receptor sequence (or CDR3 region) and an epitope sequence, predict whether binding occurs between them. (1) The epitope is TPRVTGGGAM. The TCR CDR3 sequence is CASSIHSETGVGSPLHF. Result: 1 (the TCR binds to the epitope). (2) The epitope is GLCTLVAML. The TCR CDR3 sequence is CASSLERAMNTRFQPQHF. Result: 1 (the TCR binds to the epitope). (3) The epitope is KAFSPEVIPMF. The TCR CDR3 sequence is CASSLAPLQGPSTDTQYF. Result: 0 (the TCR does not bind to the epitope). (4) The epitope is AVFDRKSDAK. The TCR CDR3 sequence is CAWSGGTTEAFF. Result: 1 (the TCR binds to the epitope). (5) The epitope is IVTDFSVIK. The TCR CDR3 sequence is CASSLATVSYEQYF. Result: 1 (the TCR binds to the epitope).